Dataset: Retrosynthesis with 50K atom-mapped reactions and 10 reaction types from USPTO. Task: Predict the reactants needed to synthesize the given product. (1) Given the product OCc1cccc(-c2nn3c(c2-c2ccnc4ccccc24)CCC3)n1, predict the reactants needed to synthesize it. The reactants are: COC(=O)c1cccc(-c2nn3c(c2-c2ccnc4ccccc24)CCC3)n1. (2) Given the product COC(=O)c1ccc(OCC[C@@H](C)C2CCN(C(=O)OC(C)(C)C)CC2)cc1C, predict the reactants needed to synthesize it. The reactants are: COC(=O)c1ccc(O)cc1C.C[C@H](CCOS(C)(=O)=O)C1CCN(C(=O)OC(C)(C)C)CC1. (3) Given the product COc1ccc(-n2nc(C(F)(F)F)cc2C(=O)Cc2ccc(-n3ccccc3=O)cc2F)cc1, predict the reactants needed to synthesize it. The reactants are: COC(=O)C(C(=O)c1cc(C(F)(F)F)nn1-c1ccc(OC)cc1)c1ccc(-n2ccccc2=O)cc1F. (4) Given the product COc1cccc(CC(=O)Nc2ccc(N3CN=c4occc4=C3N)cc2)c1, predict the reactants needed to synthesize it. The reactants are: COc1cccc(CC(=O)O)c1.NC1=c2ccoc2=NCN1c1ccc(N)cc1. (5) Given the product COc1ccc(-n2c(-c3ccc(C(=O)NC(C)c4ccccc4)cc3)nc3ccccc32)cc1, predict the reactants needed to synthesize it. The reactants are: CC(N)c1ccccc1.COc1ccc(-n2c(-c3ccc(C(=O)O)cc3)nc3ccccc32)cc1. (6) Given the product Cc1nn(C)cc1-c1cc2ncnc(C3CCNCC3)c2s1, predict the reactants needed to synthesize it. The reactants are: Cc1nn(C)cc1-c1cc2ncnc(C3=CCNCC3)c2s1. (7) Given the product COc1cc2c(cc1-c1cc3c4ccccc4n(CCC(C)CCCC(C)C)c3cc1OC)c1ccccc1n2CCC(C)CCCC(C)C, predict the reactants needed to synthesize it. The reactants are: COc1cc2c(cc1B1OC(C)(C)C(C)(C)O1)c1ccccc1n2CCC(C)CCCC(C)C.COc1cc2c(cc1Br)c1ccccc1n2CCC(C)CCCC(C)C. (8) Given the product O=C(Oc1cccc(O)c1[N+](=O)[O-])c1ccccc1, predict the reactants needed to synthesize it. The reactants are: O=C(Cl)c1ccccc1.O=[N+]([O-])c1c(O)cccc1O. (9) Given the product CCCCCCn1c2ccc(Br)cc2c2cc(-c3cccn3C)ccc21, predict the reactants needed to synthesize it. The reactants are: CCCCCCn1c2ccc(Br)cc2c2cc(Br)ccc21.CCCC[Sn](CCCC)(CCCC)c1cccn1C.